Predict the reactants needed to synthesize the given product. From a dataset of Full USPTO retrosynthesis dataset with 1.9M reactions from patents (1976-2016). (1) Given the product [CH3:8][O:7][C:5](=[O:6])[C:4]1[CH:3]=[C:2]([O:1][C:21]2[CH:22]=[CH:23][C:18]([S:15]([C:14]([F:26])([F:25])[F:13])(=[O:17])=[O:16])=[CH:19][CH:20]=2)[CH:11]=[C:10]([O:12][C:21]2[CH:20]=[CH:19][C:18]([S:15]([C:14]([F:25])([F:13])[F:26])(=[O:17])=[O:16])=[CH:23][CH:22]=2)[CH:9]=1, predict the reactants needed to synthesize it. The reactants are: [OH:1][C:2]1[CH:3]=[C:4]([CH:9]=[C:10]([OH:12])[CH:11]=1)[C:5]([O:7][CH3:8])=[O:6].[F:13][C:14]([F:26])([F:25])[S:15]([C:18]1[CH:23]=[CH:22][C:21](Cl)=[CH:20][CH:19]=1)(=[O:17])=[O:16].C(=O)([O-])[O-].[K+].[K+]. (2) Given the product [CH3:19][C:20]1[CH:25]=[CH:24][CH:23]=[CH:22][C:21]=1[CH2:26][C:27]([NH:1][N:2]1[N:11]=[C:10]([N:12]2[CH2:17][CH2:16][O:15][CH2:14][CH2:13]2)[C:9]2[C:4](=[CH:5][CH:6]=[CH:7][CH:8]=2)[C:3]1=[O:18])=[O:28], predict the reactants needed to synthesize it. The reactants are: [NH2:1][N:2]1[N:11]=[C:10]([N:12]2[CH2:17][CH2:16][O:15][CH2:14][CH2:13]2)[C:9]2[C:4](=[CH:5][CH:6]=[CH:7][CH:8]=2)[C:3]1=[O:18].[CH3:19][C:20]1[CH:25]=[CH:24][CH:23]=[CH:22][C:21]=1[CH2:26][C:27](O)=[O:28]. (3) Given the product [CH2:1]([O:3][CH2:4][C:5]1[N:6]([CH2:18][CH2:19][CH2:20][CH2:21][CH2:22][C:23]([Cl:29])=[O:25])[C:7]2[C:16]3[N:15]=[CH:14][CH:13]=[CH:12][C:11]=3[N:10]=[CH:9][C:8]=2[N:17]=1)[CH3:2], predict the reactants needed to synthesize it. The reactants are: [CH2:1]([O:3][CH2:4][C:5]1[N:6]([CH2:18][CH2:19][CH2:20][CH2:21][CH2:22][C:23]([OH:25])=O)[C:7]2[C:16]3[N:15]=[CH:14][CH:13]=[CH:12][C:11]=3[N:10]=[CH:9][C:8]=2[N:17]=1)[CH3:2].C(Cl)(=O)C([Cl:29])=O. (4) Given the product [NH2:1][C:4]1[CH:5]=[C:6]2[C:10](=[CH:11][CH:12]=1)[N:9]([CH2:13][C:14]1[CH:15]=[N:16][CH:17]=[CH:18][CH:19]=1)[CH:8]=[CH:7]2, predict the reactants needed to synthesize it. The reactants are: [N+:1]([C:4]1[CH:5]=[C:6]2[C:10](=[CH:11][CH:12]=1)[N:9]([CH2:13][C:14]1[CH:15]=[N:16][CH:17]=[CH:18][CH:19]=1)[CH:8]=[CH:7]2)([O-])=O.[Cl-].[NH4+]. (5) Given the product [F:1][C:2]1[CH:3]=[C:4]([CH2:12][CH2:13][Br:35])[CH:5]=[C:6]([C:8]([F:11])([F:10])[F:9])[CH:7]=1, predict the reactants needed to synthesize it. The reactants are: [F:1][C:2]1[CH:3]=[C:4]([CH:12](O)[CH3:13])[CH:5]=[C:6]([C:8]([F:11])([F:10])[F:9])[CH:7]=1.C1C=CC(P(C2C=CC=CC=2)C2C=CC=CC=2)=CC=1.C(Br)(Br)(Br)[Br:35].C([O-])(O)=O.[Na+].